This data is from Forward reaction prediction with 1.9M reactions from USPTO patents (1976-2016). The task is: Predict the product of the given reaction. Given the reactants [C:1]([O:5][C:6]([C:8]1[S:12][C:11](/[CH:13]=[C:14](\[CH2:18][CH3:19])/[C:15]([OH:17])=[O:16])=[CH:10][CH:9]=1)=[O:7])([CH3:4])([CH3:3])[CH3:2].CO.C(Cl)(Cl)Cl, predict the reaction product. The product is: [C:1]([O:5][C:6]([C:8]1[S:12][C:11]([CH2:13][CH:14]([CH2:18][CH3:19])[C:15]([OH:17])=[O:16])=[CH:10][CH:9]=1)=[O:7])([CH3:4])([CH3:3])[CH3:2].